Dataset: Peptide-MHC class II binding affinity with 134,281 pairs from IEDB. Task: Regression. Given a peptide amino acid sequence and an MHC pseudo amino acid sequence, predict their binding affinity value. This is MHC class II binding data. (1) The peptide sequence is AAFQAAHARFVAAAA. The MHC is DRB1_0401 with pseudo-sequence DRB1_0401. The binding affinity (normalized) is 0.0410. (2) The peptide sequence is IDLSIQNYHTFLIYI. The MHC is DRB1_1201 with pseudo-sequence DRB1_1201. The binding affinity (normalized) is 0.145. (3) The peptide sequence is QYVRLHEMSYDGV. The MHC is DRB5_0101 with pseudo-sequence DRB5_0101. The binding affinity (normalized) is 0.0408. (4) The peptide sequence is AVGLFIRLLGGESDA. The MHC is DRB1_0301 with pseudo-sequence DRB1_0301. The binding affinity (normalized) is 0.188. (5) The peptide sequence is EGTNIYNNNEAFKVE. The binding affinity (normalized) is 0.381. The MHC is HLA-DQA10102-DQB10602 with pseudo-sequence HLA-DQA10102-DQB10602.